This data is from Catalyst prediction with 721,799 reactions and 888 catalyst types from USPTO. The task is: Predict which catalyst facilitates the given reaction. (1) Reactant: [N+:1]([C:4]1[CH:9]=[CH:8][C:7]([NH:10][CH:11]2[CH2:16][CH2:15][CH:14]([O:17][CH2:18][C:19](O)=[O:20])[CH2:13][CH2:12]2)=[CH:6][C:5]=1[C:22]([F:25])([F:24])[F:23])([O-:3])=[O:2].C1N=C[N:28](C(N2C=NC=C2)=O)C=1.N. Product: [N+:1]([C:4]1[CH:9]=[CH:8][C:7]([NH:10][CH:11]2[CH2:12][CH2:13][CH:14]([O:17][CH2:18][C:19]([NH2:28])=[O:20])[CH2:15][CH2:16]2)=[CH:6][C:5]=1[C:22]([F:23])([F:24])[F:25])([O-:3])=[O:2]. The catalyst class is: 30. (2) Reactant: [CH3:1][O:2][C:3](=[O:22])[C:4]1[CH:12]=[C:11]([O:13][CH2:14][C:15]2[CH:20]=[CH:19][CH:18]=[CH:17][C:16]=2[CH3:21])[CH:10]=[C:6]([C:7](O)=[O:8])[CH:5]=1.O. Product: [CH3:1][O:2][C:3](=[O:22])[C:4]1[CH:12]=[C:11]([O:13][CH2:14][C:15]2[CH:20]=[CH:19][CH:18]=[CH:17][C:16]=2[CH3:21])[CH:10]=[C:6]([CH2:7][OH:8])[CH:5]=1. The catalyst class is: 7. (3) Reactant: C(OC([N:8]1[CH2:12][C@@H:11]([CH2:13][N:14]([CH:31]([CH3:33])[CH3:32])[C:15](=[O:30])[C:16]2[CH:21]=[CH:20][C:19]([O:22][CH3:23])=[C:18]([O:24][CH2:25][CH2:26][CH2:27][O:28][CH3:29])[CH:17]=2)[C@H:10]([NH2:34])[CH2:9]1)=O)(C)(C)C.[Cl:35][C:36]1[CH:41]=[CH:40][CH:39]=[CH:38][C:37]=1[CH2:42][S:43](Cl)(=[O:45])=[O:44].CC#N.O.CC#N. Product: [Cl:35][C:36]1[CH:41]=[CH:40][CH:39]=[CH:38][C:37]=1[CH2:42][S:43]([NH:34][C@@H:10]1[CH2:9][NH:8][CH2:12][C@H:11]1[CH2:13][N:14]([CH:31]([CH3:33])[CH3:32])[C:15](=[O:30])[C:16]1[CH:21]=[CH:20][C:19]([O:22][CH3:23])=[C:18]([O:24][CH2:25][CH2:26][CH2:27][O:28][CH3:29])[CH:17]=1)(=[O:45])=[O:44]. The catalyst class is: 6.